This data is from Full USPTO retrosynthesis dataset with 1.9M reactions from patents (1976-2016). The task is: Predict the reactants needed to synthesize the given product. (1) The reactants are: CC(C)([O-])C.[K+].[Cl-].[CH3:8][O:9][CH2:10][P+](C1C=CC=CC=1)(C1C=CC=CC=1)C1C=CC=CC=1.[Br:30][C:31]1[CH:32]=[CH:33][C:34]([F:39])=[C:35]([CH:38]=1)[CH:36]=O.[Cl-].[NH4+]. Given the product [Br:30][C:31]1[CH:32]=[CH:33][C:34]([F:39])=[C:35]([CH:36]=[CH:8][O:9][CH3:10])[CH:38]=1, predict the reactants needed to synthesize it. (2) Given the product [CH3:14][O:13][C:11](=[O:12])[CH2:10][C:9]1[N:8]=[C:6]([C:5]2[CH:18]=[CH:19][C:2]([CH3:1])=[CH:3][CH:4]=2)[O:17][C:15]=1[CH3:16], predict the reactants needed to synthesize it. The reactants are: [CH3:1][C:2]1[CH:19]=[CH:18][C:5]([C:6]([NH:8][CH:9]([C:15](=[O:17])[CH3:16])[CH2:10][C:11]([O:13][CH3:14])=[O:12])=O)=[CH:4][CH:3]=1.OS(O)(=O)=O. (3) Given the product [F:1][C:2]1[CH:7]=[C:6]([F:8])[CH:5]=[CH:4][C:3]=1[C@:9]([OH:10])([C@H:11]([S:22][C@H:23]1[CH2:28][CH2:27][C@H:26](/[CH:29]=[CH:30]/[CH:31]=[CH:32]/[C:33]2[CH:34]=[CH:35][C:36]([C:39]([F:40])([F:41])[F:42])=[CH:37][CH:38]=2)[CH2:25][CH2:24]1)[CH3:12])[CH2:13][N:14]1[CH:18]=[N:17][CH:16]=[N:15]1, predict the reactants needed to synthesize it. The reactants are: [F:1][C:2]1[CH:7]=[C:6]([F:8])[CH:5]=[CH:4][C:3]=1[C@@:9]1([CH2:13][N:14]2[CH:18]=[N:17][CH:16]=[N:15]2)[C@H:11]([CH3:12])[O:10]1.C([S:22][C@H:23]1[CH2:28][CH2:27][C@H:26](/[CH:29]=[CH:30]/[CH:31]=[CH:32]/[C:33]2[CH:38]=[CH:37][C:36]([C:39]([F:42])([F:41])[F:40])=[CH:35][CH:34]=2)[CH2:25][CH2:24]1)(=O)C.